This data is from Full USPTO retrosynthesis dataset with 1.9M reactions from patents (1976-2016). The task is: Predict the reactants needed to synthesize the given product. Given the product [Cl:1][CH2:19][CH2:12][CH2:13][CH2:14][S:15]([O-:18])(=[O:17])=[O:16].[CH2:2]([N+:6]1[CH:10]=[CH:9][N:8]([CH3:11])[CH:7]=1)[CH2:3][CH2:4][CH3:5], predict the reactants needed to synthesize it. The reactants are: [Cl-:1].[CH2:2]([N+:6]1[CH:10]=[CH:9][N:8]([CH3:11])[CH:7]=1)[CH2:3][CH2:4][CH3:5].[CH2:12]1[CH2:19][O:18][S:15](=[O:17])(=[O:16])[CH2:14][CH2:13]1.